Task: Regression/Classification. Given a drug SMILES string, predict its absorption, distribution, metabolism, or excretion properties. Task type varies by dataset: regression for continuous measurements (e.g., permeability, clearance, half-life) or binary classification for categorical outcomes (e.g., BBB penetration, CYP inhibition). Dataset: cyp1a2_veith.. Dataset: CYP1A2 inhibition data for predicting drug metabolism from PubChem BioAssay (1) The molecule is CCCC[C@@H]1C[C@H]1C(NS(=O)(=O)c1cccc2cccnc12)c1ccc(-c2ccccc2)cc1. The result is 0 (non-inhibitor). (2) The molecule is O=C(N/N=C/c1ccc(O)cc1)c1csc2ccccc12. The result is 1 (inhibitor). (3) The drug is CNc1ccnc(-c2ccccc2C)n1. The result is 1 (inhibitor). (4) The compound is COc1cc(-c2nc3ccccn3c2/N=C/c2ccccc2)ccc1O. The result is 1 (inhibitor). (5) The molecule is CCOc1ccc(N2C(=O)CN=C2Nc2ccccc2Cl)cc1. The result is 0 (non-inhibitor). (6) The compound is Cc1cccc(OCCCCCn2ccnc2)c1. The result is 1 (inhibitor). (7) The molecule is Cc1cc(C)cc(C(=O)N(NC(=O)Nc2ccc(Cl)cc2)C(C)(C)C)c1. The result is 0 (non-inhibitor). (8) The result is 0 (non-inhibitor). The molecule is CN1CCC[C@@H](CC2c3ccccc3Sc3ccccc32)C1.